From a dataset of Catalyst prediction with 721,799 reactions and 888 catalyst types from USPTO. Predict which catalyst facilitates the given reaction. (1) Reactant: C(Cl)(=O)C(Cl)=O.CS(C)=O.[CH2:11]([O:18][C:19](=[O:26])[C:20]([CH3:25])([CH3:24])[CH2:21][CH2:22][OH:23])[C:12]1[CH:17]=[CH:16][CH:15]=[CH:14][CH:13]=1.C(N(CC)CC)C. Product: [CH2:11]([O:18][C:19](=[O:26])[C:20]([CH3:24])([CH3:25])[CH2:21][CH:22]=[O:23])[C:12]1[CH:17]=[CH:16][CH:15]=[CH:14][CH:13]=1. The catalyst class is: 46. (2) Reactant: [CH2:1]1CCC(N=C=NC2CCCCC2)CC1.[OH:16][C:17]1[CH:25]=[CH:24][CH:23]=[C:22]([OH:26])[C:18]=1[C:19]([OH:21])=[O:20].CO. Product: [OH:16][C:17]1[CH:25]=[CH:24][CH:23]=[C:22]([OH:26])[C:18]=1[C:19]([O:21][CH3:1])=[O:20]. The catalyst class is: 2. (3) Reactant: Br[C:2]1[CH:8]=[C:7]([Cl:9])[CH:6]=[CH:5][C:3]=1[NH2:4].[CH3:10][C:11]1([CH3:27])[C:15]([CH3:17])([CH3:16])[O:14][B:13]([B:13]2[O:14][C:15]([CH3:17])([CH3:16])[C:11]([CH3:27])([CH3:10])[O:12]2)[O:12]1.C([O-])(=O)C.[K+]. Product: [Cl:9][C:7]1[CH:6]=[CH:5][C:3]([NH2:4])=[C:2]([B:13]2[O:14][C:15]([CH3:17])([CH3:16])[C:11]([CH3:27])([CH3:10])[O:12]2)[CH:8]=1. The catalyst class is: 225. (4) Reactant: Br[C:2]1[CH:7]=[CH:6][CH:5]=[CH:4][C:3]=1[CH:8]1[CH2:17][C:16]([CH3:19])([CH3:18])[C:15]2[C:10](=[CH:11][CH:12]=[C:13]([C:20]#[N:21])[CH:14]=2)[NH:9]1.[NH2:22][C:23]1([C:26]([OH:28])=[O:27])[CH2:25][CH2:24]1.C(=O)([O-])[O-].[K+].[K+]. Product: [C:20]([C:13]1[CH:14]=[C:15]2[C:10](=[CH:11][CH:12]=1)[NH:9][CH:8]([C:3]1[CH:4]=[CH:5][CH:6]=[CH:7][C:2]=1[NH:22][C:23]1([C:26]([OH:28])=[O:27])[CH2:25][CH2:24]1)[CH2:17][C:16]2([CH3:19])[CH3:18])#[N:21]. The catalyst class is: 156. (5) Reactant: CN1CCOCC1.[CH:8]1([CH2:11][NH:12][CH2:13][CH2:14][CH3:15])[CH2:10][CH2:9]1.F[C:17]1[CH:24]=[CH:23][C:20]([C:21]#[N:22])=[C:19]([C:25]([F:28])([F:27])[F:26])[CH:18]=1.C(N=C=O)C1C=CC=CC=1.[N-]=C=O.C(O)C(N)(CO)CO. Product: [CH:8]1([CH2:11][N:12]([CH2:13][CH2:14][CH3:15])[C:17]2[CH:24]=[CH:23][C:20]([C:21]#[N:22])=[C:19]([C:25]([F:28])([F:27])[F:26])[CH:18]=2)[CH2:10][CH2:9]1. The catalyst class is: 16.